This data is from Choline transporter screen with 302,306 compounds. The task is: Binary Classification. Given a drug SMILES string, predict its activity (active/inactive) in a high-throughput screening assay against a specified biological target. The drug is O=C(C12CC3CC(C2)CC(C1)C3)C(N1CCOCC1)C. The result is 0 (inactive).